Dataset: Reaction yield outcomes from USPTO patents with 853,638 reactions. Task: Predict the reaction yield, written as a fraction of the theoretical maximum amount of product (1.0 means a 100% yield; for example, 0.34 means a 34% yield). (1) The reactants are [CH3:1][O:2][C:3]([C@@:5]1([CH2:21][C:22]2[CH:27]=[CH:26][CH:25]=[C:24]([Cl:28])[CH:23]=2)[CH2:9][O:8][C@@H](C(C)(C)C)[N:6]1C(OC(C)(C)C)=O)=[O:4].Cl. The catalyst is CO. The product is [CH3:1][O:2][C:3](=[O:4])[C@@:5]([NH2:6])([CH2:21][C:22]1[CH:27]=[CH:26][CH:25]=[C:24]([Cl:28])[CH:23]=1)[CH2:9][OH:8]. The yield is 0.950. (2) The reactants are [F:1][C:2]1[CH:7]=[C:6]([F:8])[CH:5]=[CH:4][C:3]=1[C:9](=[O:11])[CH3:10].[CH3:12][N:13]([CH:15](OC)OC)[CH3:14]. No catalyst specified. The product is [F:1][C:2]1[CH:7]=[C:6]([F:8])[CH:5]=[CH:4][C:3]=1[C:9](=[O:11])/[CH:10]=[CH:12]/[N:13]([CH3:15])[CH3:14]. The yield is 0.820. (3) The product is [CH3:1][S:2]([O:5][CH2:6][CH2:7][N:8]([CH2:24][CH2:25][Br:26])[C:9]1[CH:14]=[CH:13][C:12]([N+:15]([O-:17])=[O:16])=[CH:11][C:10]=1[C:18](=[O:23])[NH:19][CH2:20][CH2:21][O:22][P:36]([O:37][C:38]([CH3:41])([CH3:40])[CH3:39])([O:42][C:43]([CH3:44])([CH3:45])[CH3:46])=[O:47])(=[O:3])=[O:4]. The yield is 0.390. The reactants are [CH3:1][S:2]([O:5][CH2:6][CH2:7][N:8]([CH2:24][CH2:25][Br:26])[C:9]1[CH:14]=[CH:13][C:12]([N+:15]([O-:17])=[O:16])=[CH:11][C:10]=1[C:18](=[O:23])[NH:19][CH2:20][CH2:21][OH:22])(=[O:4])=[O:3].N1C=NN=N1.C(N(C(C)C)[P:36](=[O:47])([O:42][C:43]([CH3:46])([CH3:45])[CH3:44])[O:37][C:38]([CH3:41])([CH3:40])[CH3:39])(C)C.C1C=C(Cl)C=C(C(OO)=O)C=1. The catalyst is CN(C=O)C. (4) The reactants are [OH:1][C@@H:2]([CH2:18][N:19]([C:24]1[CH:29]=[CH:28][C:27]([OH:30])=[CH:26][CH:25]=1)[CH2:20][CH:21]([CH3:23])[CH3:22])[CH2:3][O:4][C:5]1[C:17]2[C:16]3[C:11](=[CH:12][CH:13]=[CH:14][CH:15]=3)[NH:10][C:9]=2[CH:8]=[CH:7][CH:6]=1.C(=O)([O-])[O-].[K+].[K+].[I-].[K+]. The catalyst is C(C(CC)=O)C. The product is [OH:1][C@@H:2]([CH2:18][N:19]([C:24]1[CH:29]=[CH:28][C:27]([O:30][CH2:15][CH2:16][CH:17]([C:9]#[N:10])[CH2:5][CH3:6])=[CH:26][CH:25]=1)[CH2:20][CH:21]([CH3:23])[CH3:22])[CH2:3][O:4][C:5]1[C:17]2[C:16]3[C:11](=[CH:12][CH:13]=[CH:14][CH:15]=3)[NH:10][C:9]=2[CH:8]=[CH:7][CH:6]=1. The yield is 0.720. (5) The reactants are [O:1]1[CH2:6][CH2:5][N:4]([C:7]2[CH:13]=[CH:12][C:10]([NH2:11])=[CH:9][CH:8]=2)[CH2:3][CH2:2]1.C(N(CC)CC)C.[Cl-].ClC1N(C)CC[NH+]1C.[CH3:30][O:31][C:32]1[C:33](=[O:56])[C:34]([CH3:55])=[C:35]([CH2:41][C:42]2[C:43]([O:51][C:52](=[O:54])[CH3:53])=[C:44]([CH:48]=[CH:49][CH:50]=2)[C:45](O)=[O:46])[C:36](=[O:40])[C:37]=1[O:38][CH3:39]. The catalyst is C(Cl)Cl. The product is [CH3:30][O:31][C:32]1[C:33](=[O:56])[C:34]([CH3:55])=[C:35]([CH2:41][C:42]2[C:43]([O:51][C:52](=[O:54])[CH3:53])=[C:44]([CH:48]=[CH:49][CH:50]=2)[C:45]([NH:11][C:10]2[CH:12]=[CH:13][C:7]([N:4]3[CH2:3][CH2:2][O:1][CH2:6][CH2:5]3)=[CH:8][CH:9]=2)=[O:46])[C:36](=[O:40])[C:37]=1[O:38][CH3:39]. The yield is 0.510. (6) The reactants are [CH2:1]([Mg]Cl)[CH2:2][CH3:3].C(OCC)C.[Br:11][C:12]1[C:19]([Cl:20])=[CH:18][CH:17]=[CH:16][C:13]=1[CH:14]=[O:15].[Cl-].[NH4+]. The catalyst is O1CCCC1.[Cl-].[Zn+2].[Cl-]. The product is [Br:11][C:12]1[C:19]([Cl:20])=[CH:18][CH:17]=[CH:16][C:13]=1[CH:14]([OH:15])[CH2:1][CH2:2][CH3:3]. The yield is 0.620. (7) No catalyst specified. The product is [F:1][C:2]1[CH:10]=[CH:9][C:8]([F:11])=[C:7]2[C:3]=1[C:4]([C:12]([O:14][CH3:20])=[O:13])=[N:5][NH:6]2. The reactants are [F:1][C:2]1[CH:10]=[CH:9][C:8]([F:11])=[C:7]2[C:3]=1[C:4]([C:12]([OH:14])=[O:13])=[N:5][NH:6]2.OS(O)(=O)=O.[CH3:20]O. The yield is 0.100.